This data is from Catalyst prediction with 721,799 reactions and 888 catalyst types from USPTO. The task is: Predict which catalyst facilitates the given reaction. (1) Reactant: [NH2:1][C:2]1[CH:10]=[CH:9][C:8]([Br:11])=[CH:7][C:3]=1C(O)=O.[CH3:12][Mg].[Br-].CC[O:17][CH2:18][CH3:19].Cl.[OH-].[Na+]. Product: [NH2:1][C:2]1[CH:10]=[CH:9][C:8]([Br:11])=[CH:7][C:3]=1[C:18]([OH:17])([CH3:19])[CH3:12]. The catalyst class is: 56. (2) Reactant: C[O:2][C:3]1[CH:8]=[CH:7][C:6]([P:9]2(=[O:16])[CH2:14][CH2:13][N:12]([CH3:15])[CH2:11][CH2:10]2)=[CH:5][CH:4]=1.B(Br)(Br)Br. Product: [CH3:15][N:12]1[CH2:13][CH2:14][P:9]([C:6]2[CH:7]=[CH:8][C:3]([OH:2])=[CH:4][CH:5]=2)(=[O:16])[CH2:10][CH2:11]1. The catalyst class is: 2. (3) Reactant: Cl.Cl.[C:3]([O:7][C:8]([N:10]([C@@H:24]1[CH2:28][CH2:27][NH:26][CH2:25]1)[C:11]1[N:16]=[CH:15][C:14](/[CH:17]=[CH:18]/[C:19]([O:21][CH2:22][CH3:23])=[O:20])=[CH:13][CH:12]=1)=[O:9])([CH3:6])([CH3:5])[CH3:4].F[C:30]1[CH:35]=[CH:34][C:33]([N+:36]([O-:38])=[O:37])=[CH:32][CH:31]=1.C(N(CC)C(C)C)(C)C. Product: [C:3]([O:7][C:8]([N:10]([C@@H:24]1[CH2:28][CH2:27][N:26]([C:30]2[CH:35]=[CH:34][C:33]([N+:36]([O-:38])=[O:37])=[CH:32][CH:31]=2)[CH2:25]1)[C:11]1[N:16]=[CH:15][C:14](/[CH:17]=[CH:18]/[C:19]([O:21][CH2:22][CH3:23])=[O:20])=[CH:13][CH:12]=1)=[O:9])([CH3:4])([CH3:5])[CH3:6]. The catalyst class is: 3. (4) Reactant: BrC1C=CC([C:8]2[C:13]([C:14]([F:17])([F:16])[F:15])=[CH:12][CH:11]=[CH:10][N:9]=2)=CC=1.[N+]([O-])(O)=O. Product: [F:15][C:14]([F:17])([F:16])[C:13]1[CH:8]=[N:9][CH:10]=[CH:11][CH:12]=1. The catalyst class is: 82. (5) Reactant: [H-].[Na+].[CH3:3][N:4]([CH3:12])[C@H:5]1[CH2:10][CH2:9][C@H:8]([OH:11])[CH2:7][CH2:6]1.Cl[C:14]1[C:15]2[CH:22]=[C:21]([CH2:23][CH2:24][NH:25][C:26](=[O:32])[O:27][C:28]([CH3:31])([CH3:30])[CH3:29])[S:20][C:16]=2[N:17]=[CH:18][N:19]=1. Product: [CH3:3][N:4]([CH3:12])[CH:5]1[CH2:10][CH2:9][CH:8]([O:11][C:14]2[C:15]3[CH:22]=[C:21]([CH2:23][CH2:24][NH:25][C:26](=[O:32])[O:27][C:28]([CH3:30])([CH3:29])[CH3:31])[S:20][C:16]=3[N:17]=[CH:18][N:19]=2)[CH2:7][CH2:6]1. The catalyst class is: 1.